Dataset: Peptide-MHC class I binding affinity with 185,985 pairs from IEDB/IMGT. Task: Regression. Given a peptide amino acid sequence and an MHC pseudo amino acid sequence, predict their binding affinity value. This is MHC class I binding data. (1) The peptide sequence is STERVRELA. The MHC is HLA-A01:01 with pseudo-sequence HLA-A01:01. The binding affinity (normalized) is 0.437. (2) The peptide sequence is KQGDVFYTA. The MHC is HLA-B57:01 with pseudo-sequence HLA-B57:01. The binding affinity (normalized) is 0.0847. (3) The peptide sequence is GMKAFTAAV. The MHC is HLA-A02:01 with pseudo-sequence HLA-A02:01. The binding affinity (normalized) is 0.479. (4) The binding affinity (normalized) is 0.0485. The peptide sequence is DTCGASINI. The MHC is HLA-A02:06 with pseudo-sequence HLA-A02:06. (5) The peptide sequence is VEPGQLKLNW. The MHC is HLA-B44:02 with pseudo-sequence HLA-B44:02. The binding affinity (normalized) is 0.449.